Predict the reaction yield, written as a fraction of the theoretical maximum amount of product (1.0 means a 100% yield; for example, 0.34 means a 34% yield). From a dataset of Reaction yield outcomes from USPTO patents with 853,638 reactions. The reactants are [Cl:1][C:2]1[CH:10]=[C:9]2[C:5]([C:6]([CH:11]=[O:12])=[CH:7][NH:8]2)=[CH:4][C:3]=1[C:13]1[CH:18]=[CH:17][C:16]([CH:19]2[CH2:23][CH2:22][CH2:21][N:20]2[C:24]([O:26][C:27]([CH3:30])([CH3:29])[CH3:28])=[O:25])=[CH:15][CH:14]=1.CC(=CC)C.Cl([O-])=[O:37].[Na+].P([O-])([O-])([O-])=O.[Na+].[Na+].[Na+].S([O-])([O-])=O.[Na+].[Na+]. The catalyst is C(#N)C.O.C(O)(C)(C)C. The product is [C:27]([O:26][C:24]([N:20]1[CH2:21][CH2:22][CH2:23][CH:19]1[C:16]1[CH:17]=[CH:18][C:13]([C:3]2[CH:4]=[C:5]3[C:9](=[CH:10][C:2]=2[Cl:1])[NH:8][CH:7]=[C:6]3[C:11]([OH:37])=[O:12])=[CH:14][CH:15]=1)=[O:25])([CH3:30])([CH3:29])[CH3:28]. The yield is 0.842.